This data is from Experimentally validated miRNA-target interactions with 360,000+ pairs, plus equal number of negative samples. The task is: Binary Classification. Given a miRNA mature sequence and a target amino acid sequence, predict their likelihood of interaction. (1) The protein sequence of the target gene is MGVWLNKDDFIRDLKRISLCLLILYVVVVVGTDQNFYSLLGVSKTASSREIRQAFKKLALKLHPDKNPNNPNAHGDFLKINRAYEVLKDEDLRKKYDKYGEKGLEDNQGGQYESWSYYRYDFGIYDDDPEIITLERREFDAAVNSGELWFVNFYSPGCSHCHDLAPTWREFAKEVDGLLRIGAVNCGDDRMLCRMKGVNSYPSLFIFRSGMAAVKYNGDRSKESLVAFAMQHVRSTVTELSTGNFVNAIETAFAAGVGWLITFCSKGEDCLTSQTRLRLSGMLDGLVNVGWVDCDAQDSL.... The miRNA is hsa-miR-6793-5p with sequence UGUGGGUUCUGGGUUGGGGUGA. Result: 0 (no interaction). (2) The miRNA is hsa-miR-26b-5p with sequence UUCAAGUAAUUCAGGAUAGGU. The protein sequence of the target gene is MTAAAASNWGLITNIVNSIVGVSVLTMPFCFKQCGIVLGALLLVFCSWMTHQSCMFLVKSASLSKRRTYAGLAFHAYGKAGKMLVETSMIGLMLGTCIAFYVVIGDLGSNFFARLFGFQVGGTFRMFLLFAVSLCIVLPLSLQRNMMASIQSFSAMALLFYTVFMFVIVLSSLKHGLFSGQWLRRVSYVRWEGVFRCIPIFGMSFACQSQVLPTYDSLDEPSVKTMSSIFASSLNVVTTFYVMVGFFGYVSFTEATAGNVLMHFPSNLVTEMLRVGFMMSVAVGFPMMILPCRQALSTLL.... Result: 1 (interaction). (3) The miRNA is mmu-miR-143-3p with sequence UGAGAUGAAGCACUGUAGCUC. The protein sequence of the target gene is MPEVERKSKITASRKLMLKSLMLAKAKECWEQEHEEREAEKVRYLSERIPTLQTRGLSLSALQDLCRELHAKVEVVDEERYDIEAKCLHNTREIKDLKLKVLDLRGKFKRPPLRRVRVSADAMLRALLGSKHKVSMDLRANLKSVKKEDTEKERPVEVGDWRKNVEAMSGMEGRKKMFDAAKSPTSQ. Result: 0 (no interaction). (4) The miRNA is hsa-miR-559 with sequence UAAAGUAAAUAUGCACCAAAA. The protein sequence of the target gene is MAGKAAEERGLPKGATPQDTSGLQDRLFSSESDNSLYFTYSGQPNTLEVRDLNYQVDLASQVPWFEQLAQFKMPWTSPSCQNSCELGIQNLSFKVRSGQMLAIIGSSGCGRASLLDVITGRGHGGKIKSGQIWINGQPSSPQLVRKCVAHVRQHNQLLPNLTVRETLAFIAQMRLPRTFSQAQRDKRVEDVIAELRLRQCADTRVGNMYVRGLSGGERRRVSIGVQLLWNPGILILDEPTSGLDSFTAHNLVKTLSRLAKGNRLVLISLHQPRSDIFRLFDLVLLMTSGTPIYLGAAQHM.... Result: 0 (no interaction). (5) The miRNA is hsa-miR-5692b with sequence AAUAAUAUCACAGUAGGUGU. The protein sequence of the target gene is MAFSPWQILSPVQWAKWTWSAVRGGAAGEDEAGGPEGDPEEEDSQAETKSLSFSSDSEGNFETPEAETPIRSPFKESCDPSLGLAGPGAKSQESQEADEQLVAEVVEKCSSKTCSKPSENEVPQQAIDSHSVKNFREEPEHDFSKISIVRPFSIETKDSTDISAVLGTKAAHGCVTAVSGKALPSSPPDALQDEAMTEGSMGVTLEASAEADLKAGNSCPELVPSRRSKLRKPKPVPLRKKAIGGEFSDTNAAVEGTPLPKASYHFSPEELDENTSPLLGDARFQKSPPDLKETPGTLSS.... Result: 1 (interaction).